From a dataset of Catalyst prediction with 721,799 reactions and 888 catalyst types from USPTO. Predict which catalyst facilitates the given reaction. (1) Product: [Br:1][C:2]1[C:3]([N:10]2[CH2:18][CH2:17][CH:13]([C:14]([NH2:16])=[O:15])[CH2:12][CH2:11]2)=[N:4][C:5]([Cl:8])=[N:6][CH:7]=1. The catalyst class is: 3. Reactant: [Br:1][C:2]1[C:3](Cl)=[N:4][C:5]([Cl:8])=[N:6][CH:7]=1.[NH:10]1[CH2:18][CH2:17][CH:13]([C:14]([NH2:16])=[O:15])[CH2:12][CH2:11]1.C(N(CC)CC)C.C(=O)([O-])O.[Na+]. (2) Reactant: [C:1]1([CH:7]2[CH2:9][CH:8]2[NH2:10])[CH:6]=[CH:5][CH:4]=[CH:3][CH:2]=1.[F:11][CH:12]([F:23])[O:13][C:14]1[CH:15]=[C:16]([N:20]=[C:21]=[O:22])[CH:17]=[CH:18][CH:19]=1. Product: [F:11][CH:12]([F:23])[O:13][C:14]1[CH:15]=[C:16]([NH:20][C:21]([NH:10][CH:8]2[CH2:9][CH:7]2[C:1]2[CH:6]=[CH:5][CH:4]=[CH:3][CH:2]=2)=[O:22])[CH:17]=[CH:18][CH:19]=1. The catalyst class is: 81. (3) Reactant: [C:1]([O:5][C:6](=[O:27])[NH:7][CH2:8][CH2:9][CH2:10][O:11][C:12]1[CH:17]=[CH:16][CH:15]=[C:14](B2OC(C)(C)C(C)(C)O2)[CH:13]=1)([CH3:4])([CH3:3])[CH3:2].C(=O)([O-])[O-].[K+].[K+].Cl[C:35]1[N:43]=[CH:42][N:41]=[C:40]2[C:36]=1[N:37]=[CH:38][N:39]2[CH:44]1[CH2:49][CH2:48][CH2:47][CH2:46][O:45]1.C(OCC)(=O)C. Product: [C:1]([O:5][C:6](=[O:27])[NH:7][CH2:8][CH2:9][CH2:10][O:11][C:12]1[CH:17]=[CH:16][CH:15]=[C:14]([C:35]2[N:43]=[CH:42][N:41]=[C:40]3[C:36]=2[N:37]=[CH:38][N:39]3[CH:44]2[CH2:49][CH2:48][CH2:47][CH2:46][O:45]2)[CH:13]=1)([CH3:2])([CH3:3])[CH3:4]. The catalyst class is: 104. (4) Product: [Br:15][C:16]1[CH:17]=[C:18]([CH:23]([C:2]2[C:7]([CH:8]([CH3:10])[CH3:9])=[C:6]([O:11][CH3:12])[N:5]=[C:4]([O:13][CH3:14])[N:3]=2)[C:24]#[N:25])[CH:19]=[C:20]([CH3:22])[CH:21]=1. The catalyst class is: 3. Reactant: Cl[C:2]1[C:7]([CH:8]([CH3:10])[CH3:9])=[C:6]([O:11][CH3:12])[N:5]=[C:4]([O:13][CH3:14])[N:3]=1.[Br:15][C:16]1[CH:17]=[C:18]([CH2:23][C:24]#[N:25])[CH:19]=[C:20]([CH3:22])[CH:21]=1.[H-].[Na+].[Cl-].[NH4+]. (5) Reactant: FC(F)(F)C(O)=O.[O:8]=[C:9]1[N:14]([C:15]2[CH:20]=[CH:19][CH:18]=[CH:17][CH:16]=2)[C:13]2[S:21][C:22]([NH:30]C(=O)OC(C)(C)C)=[C:23]([C:24]3[CH:29]=[CH:28][CH:27]=[CH:26][CH:25]=3)[C:12]=2[CH:11]=[CH:10]1.C([O-])(O)=O.[Na+]. Product: [NH2:30][C:22]1[S:21][C:13]2[N:14]([C:15]3[CH:20]=[CH:19][CH:18]=[CH:17][CH:16]=3)[C:9](=[O:8])[CH:10]=[CH:11][C:12]=2[C:23]=1[C:24]1[CH:29]=[CH:28][CH:27]=[CH:26][CH:25]=1. The catalyst class is: 2.